This data is from NCI-60 drug combinations with 297,098 pairs across 59 cell lines. The task is: Regression. Given two drug SMILES strings and cell line genomic features, predict the synergy score measuring deviation from expected non-interaction effect. (1) Drug 2: C(CC(=O)O)C(=O)CN.Cl. Synergy scores: CSS=-0.936, Synergy_ZIP=-2.98, Synergy_Bliss=-5.77, Synergy_Loewe=-11.1, Synergy_HSA=-9.66. Cell line: NCI-H322M. Drug 1: CCC(=C(C1=CC=CC=C1)C2=CC=C(C=C2)OCCN(C)C)C3=CC=CC=C3.C(C(=O)O)C(CC(=O)O)(C(=O)O)O. (2) Drug 1: CS(=O)(=O)OCCCCOS(=O)(=O)C. Drug 2: CC(C)CN1C=NC2=C1C3=CC=CC=C3N=C2N. Cell line: ACHN. Synergy scores: CSS=6.44, Synergy_ZIP=-3.44, Synergy_Bliss=-3.55, Synergy_Loewe=-3.14, Synergy_HSA=-3.70. (3) Drug 1: CC(C1=C(C=CC(=C1Cl)F)Cl)OC2=C(N=CC(=C2)C3=CN(N=C3)C4CCNCC4)N. Drug 2: C1CNP(=O)(OC1)N(CCCl)CCCl. Cell line: SF-295. Synergy scores: CSS=17.2, Synergy_ZIP=-3.33, Synergy_Bliss=2.85, Synergy_Loewe=-45.8, Synergy_HSA=1.91. (4) Drug 1: CC(C1=C(C=CC(=C1Cl)F)Cl)OC2=C(N=CC(=C2)C3=CN(N=C3)C4CCNCC4)N. Drug 2: CC=C1C(=O)NC(C(=O)OC2CC(=O)NC(C(=O)NC(CSSCCC=C2)C(=O)N1)C(C)C)C(C)C. Cell line: OVCAR-4. Synergy scores: CSS=26.4, Synergy_ZIP=-8.80, Synergy_Bliss=-4.63, Synergy_Loewe=-76.0, Synergy_HSA=-5.22. (5) Drug 1: CC1C(C(CC(O1)OC2CC(OC(C2O)C)OC3=CC4=CC5=C(C(=O)C(C(C5)C(C(=O)C(C(C)O)O)OC)OC6CC(C(C(O6)C)O)OC7CC(C(C(O7)C)O)OC8CC(C(C(O8)C)O)(C)O)C(=C4C(=C3C)O)O)O)O. Drug 2: COCCOC1=C(C=C2C(=C1)C(=NC=N2)NC3=CC=CC(=C3)C#C)OCCOC.Cl. Cell line: OVCAR-5. Synergy scores: CSS=26.6, Synergy_ZIP=-0.847, Synergy_Bliss=1.81, Synergy_Loewe=-18.2, Synergy_HSA=-0.145. (6) Drug 2: C1=CN(C=N1)CC(O)(P(=O)(O)O)P(=O)(O)O. Synergy scores: CSS=11.2, Synergy_ZIP=-1.83, Synergy_Bliss=2.17, Synergy_Loewe=-0.0615, Synergy_HSA=0.486. Cell line: A549. Drug 1: C(CC(=O)O)C(=O)CN.Cl.